From a dataset of NCI-60 drug combinations with 297,098 pairs across 59 cell lines. Regression. Given two drug SMILES strings and cell line genomic features, predict the synergy score measuring deviation from expected non-interaction effect. (1) Drug 1: CCC1(CC2CC(C3=C(CCN(C2)C1)C4=CC=CC=C4N3)(C5=C(C=C6C(=C5)C78CCN9C7C(C=CC9)(C(C(C8N6C)(C(=O)OC)O)OC(=O)C)CC)OC)C(=O)OC)O.OS(=O)(=O)O. Drug 2: C1CN(P(=O)(OC1)NCCCl)CCCl. Cell line: HOP-62. Synergy scores: CSS=6.13, Synergy_ZIP=-0.414, Synergy_Bliss=0.117, Synergy_Loewe=-2.13, Synergy_HSA=-0.194. (2) Drug 1: CC1C(C(=O)NC(C(=O)N2CCCC2C(=O)N(CC(=O)N(C(C(=O)O1)C(C)C)C)C)C(C)C)NC(=O)C3=C4C(=C(C=C3)C)OC5=C(C(=O)C(=C(C5=N4)C(=O)NC6C(OC(=O)C(N(C(=O)CN(C(=O)C7CCCN7C(=O)C(NC6=O)C(C)C)C)C)C(C)C)C)N)C. Drug 2: CN(CC1=CN=C2C(=N1)C(=NC(=N2)N)N)C3=CC=C(C=C3)C(=O)NC(CCC(=O)O)C(=O)O. Cell line: UO-31. Synergy scores: CSS=41.7, Synergy_ZIP=1.74, Synergy_Bliss=0.497, Synergy_Loewe=-20.8, Synergy_HSA=-2.25. (3) Drug 1: C1=NC2=C(N=C(N=C2N1C3C(C(C(O3)CO)O)O)F)N. Drug 2: CC1C(C(CC(O1)OC2CC(OC(C2O)C)OC3=CC4=CC5=C(C(=O)C(C(C5)C(C(=O)C(C(C)O)O)OC)OC6CC(C(C(O6)C)O)OC7CC(C(C(O7)C)O)OC8CC(C(C(O8)C)O)(C)O)C(=C4C(=C3C)O)O)O)O. Cell line: T-47D. Synergy scores: CSS=20.2, Synergy_ZIP=4.54, Synergy_Bliss=8.06, Synergy_Loewe=-23.1, Synergy_HSA=0.711. (4) Drug 1: CC1=C2C(C(=O)C3(C(CC4C(C3C(C(C2(C)C)(CC1OC(=O)C(C(C5=CC=CC=C5)NC(=O)OC(C)(C)C)O)O)OC(=O)C6=CC=CC=C6)(CO4)OC(=O)C)O)C)O. Drug 2: CN(CC1=CN=C2C(=N1)C(=NC(=N2)N)N)C3=CC=C(C=C3)C(=O)NC(CCC(=O)O)C(=O)O. Cell line: MALME-3M. Synergy scores: CSS=24.0, Synergy_ZIP=-5.68, Synergy_Bliss=-1.10, Synergy_Loewe=1.08, Synergy_HSA=2.00. (5) Drug 1: CC=C1C(=O)NC(C(=O)OC2CC(=O)NC(C(=O)NC(CSSCCC=C2)C(=O)N1)C(C)C)C(C)C. Drug 2: C1CN(P(=O)(OC1)NCCCl)CCCl. Cell line: HCC-2998. Synergy scores: CSS=72.1, Synergy_ZIP=0.753, Synergy_Bliss=-2.08, Synergy_Loewe=-65.6, Synergy_HSA=-4.88. (6) Drug 1: C1CNP(=O)(OC1)N(CCCl)CCCl. Cell line: UACC62. Drug 2: CC1=C(C(=CC=C1)Cl)NC(=O)C2=CN=C(S2)NC3=CC(=NC(=N3)C)N4CCN(CC4)CCO. Synergy scores: CSS=10.2, Synergy_ZIP=1.73, Synergy_Bliss=4.98, Synergy_Loewe=-12.2, Synergy_HSA=-0.0575. (7) Drug 1: CC1C(C(CC(O1)OC2CC(CC3=C2C(=C4C(=C3O)C(=O)C5=C(C4=O)C(=CC=C5)OC)O)(C(=O)C)O)N)O.Cl. Drug 2: CN(C(=O)NC(C=O)C(C(C(CO)O)O)O)N=O. Cell line: HOP-92. Synergy scores: CSS=17.1, Synergy_ZIP=-5.51, Synergy_Bliss=4.34, Synergy_Loewe=-10.7, Synergy_HSA=5.40.